This data is from Reaction yield outcomes from USPTO patents with 853,638 reactions. The task is: Predict the reaction yield, written as a fraction of the theoretical maximum amount of product (1.0 means a 100% yield; for example, 0.34 means a 34% yield). (1) The reactants are Br[C:2]1[CH:3]=[C:4]([N+:9]([O-:11])=[O:10])[C:5]([CH3:8])=[N:6][CH:7]=1.[CH2:12]([N:15]([CH3:17])[CH3:16])[C:13]#[CH:14]. The catalyst is C(NCC)C.CCOC(C)=O.C([O-])([O-])=O.[Na+].[Na+].[Cu](I)I.Cl[Pd](Cl)([P](C1C=CC=CC=1)(C1C=CC=CC=1)C1C=CC=CC=1)[P](C1C=CC=CC=1)(C1C=CC=CC=1)C1C=CC=CC=1. The product is [CH3:16][N:15]([CH3:17])[CH2:12][C:13]#[C:14][C:2]1[CH:7]=[N:6][C:5]([CH3:8])=[C:4]([N+:9]([O-:11])=[O:10])[CH:3]=1. The yield is 0.910. (2) The reactants are [Br:1][C:2]1[CH:7]=[C:6]([F:8])[CH:5]=[CH:4][C:3]=1[C:9](=[O:11])[CH3:10].[Br-:12].[Br-].[Br-].C1([N+](C)(C)C)C=CC=CC=1.C1([N+](C)(C)C)C=CC=CC=1.C1([N+](C)(C)C)C=CC=CC=1. The product is [Br:12][CH2:10][C:9]([C:3]1[CH:4]=[CH:5][C:6]([F:8])=[CH:7][C:2]=1[Br:1])=[O:11]. The yield is 0.630. The catalyst is O1CCCC1. (3) The reactants are [CH2:1]([N:8]([CH2:21][C:22]1[CH:27]=[CH:26][CH:25]=[CH:24][CH:23]=1)[CH:9]([CH3:20])[C:10]([C:12]1([C:15]([O:17][CH2:18][CH3:19])=[O:16])[CH2:14][CH2:13]1)=[O:11])[C:2]1[CH:7]=[CH:6][CH:5]=[CH:4][CH:3]=1.[BH4-].[Na+].O. The catalyst is CO. The product is [CH2:21]([N:8]([CH2:1][C:2]1[CH:3]=[CH:4][CH:5]=[CH:6][CH:7]=1)[CH:9]([CH3:20])[CH:10]([C:12]1([C:15]([O:17][CH2:18][CH3:19])=[O:16])[CH2:13][CH2:14]1)[OH:11])[C:22]1[CH:23]=[CH:24][CH:25]=[CH:26][CH:27]=1. The yield is 0.990. (4) The reactants are [C:1](=[N:4][O:5][CH:6]([CH3:10])[C:7]([OH:9])=[O:8])([CH3:3])[CH3:2].[CH3:11][CH2:12][O-].[Na+].CC(=NO)C.BrC(C)C(OCC)=O. No catalyst specified. The product is [C:1](=[N:4][O:5][CH:6]([CH3:10])[C:7]([O:9][CH2:11][CH3:12])=[O:8])([CH3:3])[CH3:2]. The yield is 0.830. (5) The reactants are C(OC([NH:8][CH2:9][C:10]([NH:12][C@H:13]([CH3:36])[C:14]([NH:16][C:17]1[CH:22]=[CH:21][CH:20]=[CH:19][C:18]=1/[CH:23]=[CH:24]/[CH2:25][CH2:26][CH2:27][C:28](OCC(Cl)(Cl)Cl)=[O:29])=[O:15])=[O:11])=O)(C)(C)C.FC(F)(F)C(O)=O. The catalyst is C(Cl)Cl. The product is [CH3:36][C@@H:13]1[C:14](=[O:15])[NH:16][C:17]2[CH:22]=[CH:21][CH:20]=[CH:19][C:18]=2[CH:23]=[CH:24][CH2:25][CH2:26][CH2:27][C:28](=[O:29])[NH:8][CH2:9][C:10](=[O:11])[NH:12]1. The yield is 0.300. (6) The reactants are CCCC[N+](CCCC)(CCCC)CCCC.[F-].[Br:19][C:20]1[CH:21]=[C:22]([O:36][C:37]2[CH:42]=[CH:41][CH:40]=[CH:39][CH:38]=2)[C:23]([NH:26][C:27]2[S:28][CH:29]=[C:30]([CH2:32][CH2:33][C:34]#[N:35])[N:31]=2)=[N:24][CH:25]=1.[Si]([N:47]=[N+:48]=[N-:49])(C)(C)C. The catalyst is C(Cl)Cl. The product is [NH:47]1[C:34]([CH2:33][CH2:32][C:30]2[N:31]=[C:27]([NH:26][C:23]3[C:22]([O:36][C:37]4[CH:42]=[CH:41][CH:40]=[CH:39][CH:38]=4)=[CH:21][C:20]([Br:19])=[CH:25][N:24]=3)[S:28][CH:29]=2)=[N:35][N:49]=[N:48]1. The yield is 0.578.